Dataset: Full USPTO retrosynthesis dataset with 1.9M reactions from patents (1976-2016). Task: Predict the reactants needed to synthesize the given product. (1) Given the product [Cl:7][C:8]1[N:12]([CH:27]([F:29])[F:28])[N:11]=[C:10]([C:13]([F:15])([F:14])[F:16])[C:9]=1[CH2:17][S:18][C:19]1[CH2:23][C:22]([CH3:25])([CH3:24])[O:21][N:20]=1.[Cl:7][C:8]1[C:9]([CH2:17][S:18][C:19]2[CH2:23][C:22]([CH3:25])([CH3:24])[O:21][N:20]=2)=[C:10]([C:13]([F:15])([F:14])[F:16])[N:11]([CH:27]([F:29])[F:28])[N:12]=1, predict the reactants needed to synthesize it. The reactants are: C(=O)([O-])[O-].[K+].[K+].[Cl:7][C:8]1[NH:12][N:11]=[C:10]([C:13]([F:16])([F:15])[F:14])[C:9]=1[CH2:17][S:18][C:19]1[CH2:23][C:22]([CH3:25])([CH3:24])[O:21][N:20]=1.Cl[CH:27]([F:29])[F:28].O. (2) Given the product [CH:32]([NH:8][C:9]1[S:10][C:11]([C:14]2[CH:15]=[C:16]([C:26]3[CH:31]=[CH:30][CH:29]=[CH:28][CH:27]=3)[C:17]3[N:18]([CH:20]=[C:21]([C:23]([OH:25])=[O:24])[N:22]=3)[CH:19]=2)=[CH:12][N:13]=1)([CH3:34])[CH3:33], predict the reactants needed to synthesize it. The reactants are: C(OC([N:8]([CH:32]([CH3:34])[CH3:33])[C:9]1[S:10][C:11]([C:14]2[CH:15]=[C:16]([C:26]3[CH:31]=[CH:30][CH:29]=[CH:28][CH:27]=3)[C:17]3[N:18]([CH:20]=[C:21]([C:23]([OH:25])=[O:24])[N:22]=3)[CH:19]=2)=[CH:12][N:13]=1)=O)(C)(C)C. (3) Given the product [Br:35][C:32]1[CH:33]=[CH:34][C:29]([NH:28][C:26]([C:25]2[CH:36]=[CH:37][C:38]3[N:39]([CH2:40][CH2:41][N:42]([CH3:44])[CH3:43])[C:20]([NH:19][C:3]4[CH:4]=[C:5]([CH2:6][NH:7][C:8]([C:10]5([C:13]([F:16])([F:15])[F:14])[CH2:12][CH2:11]5)=[O:9])[CH:17]=[CH:18][C:2]=4[Cl:1])=[N:22][C:23]=3[CH:24]=2)=[O:27])=[CH:30][CH:31]=1, predict the reactants needed to synthesize it. The reactants are: [Cl:1][C:2]1[CH:18]=[CH:17][C:5]([CH2:6][NH:7][C:8]([C:10]2([C:13]([F:16])([F:15])[F:14])[CH2:12][CH2:11]2)=[O:9])=[CH:4][C:3]=1[N:19]=[C:20]=S.[NH2:22][C:23]1[CH:24]=[C:25]([CH:36]=[CH:37][C:38]=1[NH:39][CH2:40][CH2:41][N:42]([CH3:44])[CH3:43])[C:26]([NH:28][C:29]1[CH:34]=[CH:33][C:32]([Br:35])=[CH:31][CH:30]=1)=[O:27].CC(C)N=C=NC(C)C. (4) Given the product [Br:22][C:23]1[CH:28]=[C:27]([C:2]2[CH:7]=[CH:6][C:5]([N:8]3[C@@H:12]([C:13]4[CH:18]=[CH:17][CH:16]=[CH:15][CH:14]=4)[C:11]([CH3:20])([CH3:19])[O:10][C:9]3=[O:21])=[CH:4][CH:3]=2)[C:26]([F:32])=[CH:25][N:24]=1, predict the reactants needed to synthesize it. The reactants are: I[C:2]1[CH:7]=[CH:6][C:5]([N:8]2[C@@H:12]([C:13]3[CH:18]=[CH:17][CH:16]=[CH:15][CH:14]=3)[C:11]([CH3:20])([CH3:19])[O:10][C:9]2=[O:21])=[CH:4][CH:3]=1.[Br:22][C:23]1[CH:28]=[C:27](B(O)O)[C:26]([F:32])=[CH:25][N:24]=1.C(=O)([O-])[O-].[Na+].[Na+].O1CCOCC1. (5) Given the product [Cl:16][P:1]([NH:23][C@H:22]([C:21]([O:20][CH2:18][CH3:19])=[O:25])[CH3:24])([O:3][C:4]1[CH:9]=[C:8]([CH3:10])[C:7]([Cl:11])=[CH:6][C:5]=1[CH:12]([CH3:13])[CH3:14])=[O:2], predict the reactants needed to synthesize it. The reactants are: [P:1]([Cl:16])(Cl)([O:3][C:4]1[CH:9]=[C:8]([CH3:10])[C:7]([Cl:11])=[CH:6][C:5]=1[CH:12]([CH3:14])[CH3:13])=[O:2].Cl.[CH2:18]([O:20][C:21](=[O:25])[C@H:22]([CH3:24])[NH2:23])[CH3:19].CCN(CC)CC. (6) Given the product [C:17]([C:18]1[CH:23]=[CH:22][CH:21]=[CH:20][C:19]=1[O:24][C:20]1[CH:19]=[C:18]([CH:17]2[CH2:16][N:15]([CH2:25][CH2:26][S:27]([CH3:30])(=[O:28])=[O:29])[C:14](=[O:31])[N:13]2[C:10]2[CH:9]=[CH:8][C:7]([O:6][C:5]3[CH:4]=[CH:3][C:2]([Cl:1])=[CH:33][CH:32]=3)=[CH:12][CH:11]=2)[CH:23]=[CH:22][CH:21]=1)#[N:13], predict the reactants needed to synthesize it. The reactants are: [Cl:1][C:2]1[CH:33]=[CH:32][C:5]([O:6][C:7]2[CH:12]=[CH:11][C:10]([N:13]3[CH:17]([C:18]4[CH:23]=[CH:22][CH:21]=[C:20]([OH:24])[CH:19]=4)[CH2:16][N:15]([CH2:25][CH2:26][S:27]([CH3:30])(=[O:29])=[O:28])[C:14]3=[O:31])=[CH:9][CH:8]=2)=[CH:4][CH:3]=1. (7) Given the product [CH2:1]([N:8]1[C:18]2[C:13](=[CH:14][C:15]([CH3:19])=[CH:16][CH:17]=2)[CH2:11][C:9]1=[O:10])[C:2]1[CH:7]=[CH:6][CH:5]=[CH:4][CH:3]=1, predict the reactants needed to synthesize it. The reactants are: [CH2:1]([N:8]1[C:18]2[C:13](=[CH:14][C:15]([CH3:19])=[CH:16][CH:17]=2)[C:11](=O)[C:9]1=[O:10])[C:2]1[CH:7]=[CH:6][CH:5]=[CH:4][CH:3]=1.O.NN.